This data is from Full USPTO retrosynthesis dataset with 1.9M reactions from patents (1976-2016). The task is: Predict the reactants needed to synthesize the given product. (1) Given the product [CH3:3][C:4]1[C:13]2[C:8](=[C:9]([C:19](=[O:21])[CH:20]=[CH:23][C:24]3[CH:29]=[CH:28][CH:27]=[CH:26][CH:25]=3)[C:10]([O:14][CH2:15][C:16]([CH3:17])=[CH2:31])=[CH:11][CH:12]=2)[O:7][C:6](=[O:22])[CH:5]=1, predict the reactants needed to synthesize it. The reactants are: [OH-].[K+].[CH3:3][C:4]1[C:13]2[C:8](=[C:9]([C:19](=[O:21])[CH3:20])[C:10]([O:14][CH2:15][CH:16]=[CH:17]C)=[CH:11][CH:12]=2)[O:7][C:6](=[O:22])[CH:5]=1.[CH:23](=O)[C:24]1[CH:29]=[CH:28][CH:27]=[CH:26][CH:25]=1.[CH2:31](O)C. (2) Given the product [CH:1]1([NH:4][C:5]2[N:6]=[N:7][C:8]([C:11]#[C:12][C:14]3[CH:15]=[C:16]([C:21]4[NH:25][C:24]5[CH:26]=[C:27]([CH2:30][N:31]6[CH2:32][CH2:33][N:34]([CH3:37])[CH2:35][CH2:36]6)[CH:28]=[CH:29][C:23]=5[N:22]=4)[CH:17]=[CH:18][C:19]=3[CH3:20])=[CH:9][CH:10]=2)[CH2:3][CH2:2]1, predict the reactants needed to synthesize it. The reactants are: [CH:1]1([NH:4][C:5]2[N:6]=[N:7][C:8]([C:11]#[CH:12])=[CH:9][CH:10]=2)[CH2:3][CH2:2]1.I[C:14]1[CH:15]=[C:16]([C:21]2[NH:25][C:24]3[CH:26]=[C:27]([CH2:30][N:31]4[CH2:36][CH2:35][N:34]([CH3:37])[CH2:33][CH2:32]4)[CH:28]=[CH:29][C:23]=3[N:22]=2)[CH:17]=[CH:18][C:19]=1[CH3:20]. (3) Given the product [F:1][C:2]1[CH:18]=[C:17]([F:19])[CH:16]=[CH:15][C:3]=1[CH2:4][CH:5]1[CH2:6][CH:7]([C:8]([O:10][CH3:11])=[O:9])[CH2:12][CH2:13][NH:14]1, predict the reactants needed to synthesize it. The reactants are: [F:1][C:2]1[CH:18]=[C:17]([F:19])[CH:16]=[CH:15][C:3]=1[CH2:4][C:5]1[CH:6]=[C:7]([CH:12]=[CH:13][N:14]=1)[C:8]([O:10][CH3:11])=[O:9]. (4) Given the product [Cl:1][C:2]1[N:7]=[CH:6][C:5]([N:8]2[C:12](=[O:13])[C@:11]([CH2:15][CH3:16])([CH3:17])[NH:10][C:46]2=[O:48])=[CH:4][CH:3]=1, predict the reactants needed to synthesize it. The reactants are: [Cl:1][C:2]1[N:7]=[CH:6][C:5]([NH2:8])=[CH:4][CH:3]=1.Cl.[NH2:10][C@:11]([CH3:17])([CH2:15][CH3:16])[C:12](O)=[O:13].C(P1(=O)OP(CCC)(=O)OP(CCC)(=O)O1)CC.CCN(CC)CC.CC#N.[C:46](OCC)(=[O:48])C. (5) Given the product [Si:1]([O:8][CH2:9][CH2:10][C@H:11]([NH:19][C:20]1[O:21][C:22]([CH3:44])([CH3:43])[CH:23]([C:28]2[CH:29]=[CH:30][C:31]([C:52]3[CH2:51][CH2:50][N:49]([C:45]([CH3:46])([CH3:47])[CH3:48])[CH2:54][CH:53]=3)=[CH:32][CH:33]=2)[S:24](=[O:27])(=[O:26])[N:25]=1)[C:12]1[CH:17]=[CH:16][CH:15]=[CH:14][C:13]=1[F:18])([C:4]([CH3:7])([CH3:5])[CH3:6])([CH3:3])[CH3:2], predict the reactants needed to synthesize it. The reactants are: [Si:1]([O:8][CH2:9][CH2:10][C@H:11]([NH:19][C:20]1[O:21][C:22]([CH3:44])([CH3:43])[CH:23]([C:28]2[CH:33]=[CH:32][C:31](B3OC(C)(C)C(C)(C)O3)=[CH:30][CH:29]=2)[S:24](=[O:27])(=[O:26])[N:25]=1)[C:12]1[CH:17]=[CH:16][CH:15]=[CH:14][C:13]=1[F:18])([C:4]([CH3:7])([CH3:6])[CH3:5])([CH3:3])[CH3:2].[C:45]([N:49]1[CH2:54][CH:53]=[C:52](OS(C(F)(F)F)(=O)=O)[CH2:51][CH2:50]1)([CH3:48])([CH3:47])[CH3:46].C(=O)([O-])[O-].[Cs+].[Cs+]. (6) The reactants are: [NH:1]1[CH2:6][CH2:5][O:4][CH2:3][CH2:2]1.[CH3:7][O:8][C:9]1[CH:16]=[CH:15][CH:14]=[CH:13][C:10]=1[CH:11]=O.C([Cl:20])(=O)C. Given the product [Cl-:20].[CH3:7][O:8][C:9]1[CH:16]=[CH:15][CH:14]=[CH:13][C:10]=1[CH:11]=[N+:1]1[CH2:6][CH2:5][O:4][CH2:3][CH2:2]1, predict the reactants needed to synthesize it. (7) Given the product [O:20]=[C:3]1[CH2:2][C@@H:6]2[N:7]([C:10]([O:12][CH2:13][C:14]3[CH:19]=[CH:18][CH:17]=[CH:16][CH:15]=3)=[O:11])[CH2:8][CH2:9][C@@H:5]2[CH2:4]1, predict the reactants needed to synthesize it. The reactants are: Cl[C:2]1(Cl)[C@@H:6]2[N:7]([C:10]([O:12][CH2:13][C:14]3[CH:19]=[CH:18][CH:17]=[CH:16][CH:15]=3)=[O:11])[CH2:8][CH2:9][C@@H:5]2[CH2:4][C:3]1=[O:20].[Cl-].[NH4+]. (8) Given the product [CH3:1][NH:2][C:3]([C:5]1[CH:15]=[CH:14][CH:13]=[CH:12][C:6]=1[O:7][CH2:8][C:9]1[N:22]([C:16]2[CH:17]=[CH:18][CH:19]=[CH:20][CH:21]=2)[C:23](=[S:26])[NH:24][N:25]=1)=[O:4], predict the reactants needed to synthesize it. The reactants are: [CH3:1][NH:2][C:3]([C:5]1[CH:15]=[CH:14][CH:13]=[CH:12][C:6]=1[O:7][CH2:8][C:9](O)=O)=[O:4].[C:16]1([NH:22][C:23](=[S:26])[NH:24][NH2:25])[CH:21]=[CH:20][CH:19]=[CH:18][CH:17]=1. (9) Given the product [CH:27]([O:16][C:15]1[N:11]([C:8]2[CH:7]=[CH:6][C:5]([S:2]([CH3:1])(=[O:4])=[O:3])=[CH:10][N:9]=2)[N:12]=[C:13]([C:17]([F:20])([F:18])[F:19])[CH:14]=1)([CH3:29])[CH3:28], predict the reactants needed to synthesize it. The reactants are: [CH3:1][S:2]([C:5]1[CH:6]=[CH:7][C:8]([N:11]2[C:15]([OH:16])=[CH:14][C:13]([C:17]([F:20])([F:19])[F:18])=[N:12]2)=[N:9][CH:10]=1)(=[O:4])=[O:3].C(=O)([O-])[O-].[K+].[K+].[CH:27](I)([CH3:29])[CH3:28].C1C=CC=CC=1.